From a dataset of Reaction yield outcomes from USPTO patents with 853,638 reactions. Predict the reaction yield, written as a fraction of the theoretical maximum amount of product (1.0 means a 100% yield; for example, 0.34 means a 34% yield). (1) The yield is 0.910. The reactants are Cl.[CH:2]([NH:5][C:6](=[O:27])[NH:7][C:8]1[CH:13]=[C:12]([C:14]2[S:15][CH:16]=[CH:17][CH:18]=2)[CH:11]=[CH:10][C:9]=1[NH:19]C(=O)OC(C)(C)C)([CH3:4])[CH3:3]. The catalyst is O1CCOCC1.CO. The product is [NH2:19][C:9]1[CH:10]=[CH:11][C:12]([C:14]2[S:15][CH:16]=[CH:17][CH:18]=2)=[CH:13][C:8]=1[NH:7][C:6]([NH:5][CH:2]([CH3:4])[CH3:3])=[O:27]. (2) The reactants are [OH:1][C@H:2]1[CH2:6][N:5]([C:7]([O:9][C:10]([CH3:13])([CH3:12])[CH3:11])=[O:8])[C@H:4]([C:14]([O:16][CH3:17])=[O:15])[CH2:3]1.[C:18]([N:25]1[CH:29]=[CH:28]N=[CH:26]1)(N1C=CN=C1)=[O:19].[CH:30]([C:32]1C=[CH:39][CH:38]=[C:37]2[C:33]=1CNC2)=[CH2:31].OS([O-])(=O)=O.[K+]. The catalyst is CN(C=O)C.O. The product is [CH:38]([C:37]1[CH:33]=[CH:32][CH:30]=[C:31]2[C:28]=1[CH2:29][N:25]([C:18]([O:1][C@H:2]1[CH2:6][N:5]([C:7]([O:9][C:10]([CH3:11])([CH3:12])[CH3:13])=[O:8])[C@H:4]([C:14]([O:16][CH3:17])=[O:15])[CH2:3]1)=[O:19])[CH2:26]2)=[CH2:39]. The yield is 0.810. (3) The product is [CH3:12][O:13][CH2:14][O:3][C:4]1[CH:11]=[CH:10][C:7]([CH:8]=[O:9])=[CH:6][CH:5]=1. The reactants are [H-].[Na+].[OH:3][C:4]1[CH:11]=[CH:10][C:7]([CH:8]=[O:9])=[CH:6][CH:5]=1.[CH2:12](Cl)[O:13][CH3:14]. The yield is 0.930. The catalyst is CN(C=O)C. (4) The reactants are Br[C:2]1[CH:7]=[CH:6][C:5]([CH2:8][CH2:9][C:10]([CH3:19])([S:15]([CH3:18])(=[O:17])=[O:16])[C:11]([O:13][CH3:14])=[O:12])=[CH:4][CH:3]=1.[C:20]([Si:22]([CH3:25])([CH3:24])[CH3:23])#[CH:21]. The catalyst is C(N(CC)CC)C.Cl[Pd](Cl)([P](C1C=CC=CC=1)(C1C=CC=CC=1)C1C=CC=CC=1)[P](C1C=CC=CC=1)(C1C=CC=CC=1)C1C=CC=CC=1.[Cu]I. The product is [CH3:19][C:10]([S:15]([CH3:18])(=[O:17])=[O:16])([CH2:9][CH2:8][C:5]1[CH:6]=[CH:7][C:2]([C:21]#[C:20][Si:22]([CH3:25])([CH3:24])[CH3:23])=[CH:3][CH:4]=1)[C:11]([O:13][CH3:14])=[O:12]. The yield is 0.599.